This data is from Catalyst prediction with 721,799 reactions and 888 catalyst types from USPTO. The task is: Predict which catalyst facilitates the given reaction. (1) Reactant: [CH2:1]([N:3]1[C:7]2=[N:8][C:9]([CH2:44][CH3:45])=[C:10]([CH2:19][NH:20][C:21](=[O:43])[C:22]3[CH:27]=[CH:26][C:25]([NH:28][C:29](=[O:42])[CH2:30][CH2:31][CH2:32][CH2:33][CH2:34][CH2:35][CH2:36][N:37]([CH2:39][CH2:40][OH:41])[CH3:38])=[CH:24][CH:23]=3)[C:11]([NH:12][CH:13]3[CH2:18][CH2:17][O:16][CH2:15][CH2:14]3)=[C:6]2[CH:5]=[N:4]1)[CH3:2].[C:46]([OH:53])(=[O:52])[CH2:47][CH2:48][C:49]([OH:51])=[O:50]. Product: [C:46]([OH:53])(=[O:52])[CH2:47][CH2:48][C:49]([OH:51])=[O:50].[CH2:1]([N:3]1[C:7]2=[N:8][C:9]([CH2:44][CH3:45])=[C:10]([CH2:19][NH:20][C:21](=[O:43])[C:22]3[CH:27]=[CH:26][C:25]([NH:28][C:29](=[O:42])[CH2:30][CH2:31][CH2:32][CH2:33][CH2:34][CH2:35][CH2:36][N:37]([CH2:39][CH2:40][OH:41])[CH3:38])=[CH:24][CH:23]=3)[C:11]([NH:12][CH:13]3[CH2:14][CH2:15][O:16][CH2:17][CH2:18]3)=[C:6]2[CH:5]=[N:4]1)[CH3:2].[CH2:1]([N:3]1[C:7]2=[N:8][C:9]([CH2:44][CH3:45])=[C:10]([CH2:19][NH:20][C:21](=[O:43])[C:22]3[CH:27]=[CH:26][C:25]([NH:28][C:29](=[O:42])[CH2:30][CH2:31][CH2:32][CH2:33][CH2:34][CH2:35][CH2:36][N:37]([CH3:38])[CH2:39][CH2:40][OH:41])=[CH:24][CH:23]=3)[C:11]([NH:12][CH:13]3[CH2:14][CH2:15][O:16][CH2:17][CH2:18]3)=[C:6]2[CH:5]=[N:4]1)[CH3:2]. The catalyst class is: 32. (2) Reactant: [C:1]([O:5][C:6](=[O:33])[NH:7][C@@H:8]([CH2:22][CH:23]1C(=O)OC(C)(C)O[C:24]1=[O:32])[CH2:9][C:10]1[CH:15]=[CH:14][C:13]([C:16]2[CH:21]=[CH:20][CH:19]=[CH:18][CH:17]=2)=[CH:12][CH:11]=1)([CH3:4])([CH3:3])[CH3:2]. Product: [C:1]([O:5][C:6]([N:7]1[C:24](=[O:32])[CH2:23][CH2:22][C@H:8]1[CH2:9][C:10]1[CH:11]=[CH:12][C:13]([C:16]2[CH:17]=[CH:18][CH:19]=[CH:20][CH:21]=2)=[CH:14][CH:15]=1)=[O:33])([CH3:3])([CH3:4])[CH3:2]. The catalyst class is: 11. (3) Reactant: [CH:1]([N:14]1[CH2:19][CH2:18][NH:17][CH2:16][CH2:15]1)([C:8]1[CH:13]=[CH:12][CH:11]=[CH:10][CH:9]=1)[C:2]1[CH:7]=[CH:6][CH:5]=[CH:4][CH:3]=1.[O:20]=[C:21]1[CH:26]([C:27]2[CH:32]=[CH:31][CH:30]=[CH:29][CH:28]=2)[CH2:25][CH2:24][CH2:23][N:22]1[CH2:33][C:34](O)=[O:35].C(N(C(C)C)CC)(C)C. Product: [CH:1]([N:14]1[CH2:19][CH2:18][N:17]([C:34](=[O:35])[CH2:33][N:22]2[CH2:23][CH2:24][CH2:25][CH:26]([C:27]3[CH:32]=[CH:31][CH:30]=[CH:29][CH:28]=3)[C:21]2=[O:20])[CH2:16][CH2:15]1)([C:8]1[CH:13]=[CH:12][CH:11]=[CH:10][CH:9]=1)[C:2]1[CH:7]=[CH:6][CH:5]=[CH:4][CH:3]=1. The catalyst class is: 4. (4) Reactant: [C:1]([O:5][C:6](=[O:29])[NH:7][CH:8]1[CH2:17][CH2:16][C:15]2[C:10](=[CH:11][C:12]([C:18]#[N:19])=[CH:13][CH:14]=2)[CH:9]1[CH2:20][C:21]1[CH:26]=[CH:25][C:24]([Cl:27])=[C:23]([Cl:28])[CH:22]=1)([CH3:4])([CH3:3])[CH3:2]. Product: [C:1]([O:5][C:6](=[O:29])[NH:7][CH:8]1[CH2:17][CH2:16][C:15]2[C:10](=[CH:11][C:12]([CH2:18][NH2:19])=[CH:13][CH:14]=2)[CH:9]1[CH2:20][C:21]1[CH:26]=[CH:25][C:24]([Cl:27])=[C:23]([Cl:28])[CH:22]=1)([CH3:4])([CH3:2])[CH3:3]. The catalyst class is: 94.